Dataset: Orexin1 receptor HTS with 218,158 compounds and 233 confirmed actives. Task: Binary Classification. Given a drug SMILES string, predict its activity (active/inactive) in a high-throughput screening assay against a specified biological target. (1) The drug is S(=O)(=O)(Nc1ccc(n2nnnc2)cc1)c1c(F)cccc1. The result is 0 (inactive). (2) The compound is Clc1ccc(C(=O)Nc2sc(S(=O)(=O)N3CCCCC3)nn2)cc1. The result is 0 (inactive). (3) The molecule is O1CCN(CCCN(Cc2cc3c([nH]c2=O)ccc(OC)c3)Cc2n(nnn2)Cc2ccc(OC)cc2)CC1. The result is 0 (inactive). (4) The compound is O=c1c(c(n(c2c1cccc2)C)NC(=O)C)c1ccc(OC)cc1. The result is 0 (inactive).